From a dataset of Full USPTO retrosynthesis dataset with 1.9M reactions from patents (1976-2016). Predict the reactants needed to synthesize the given product. Given the product [C:27]([O:30][C:31](=[O:32])[NH:18][C:11]1[CH:12]=[CH:13][C:14]([N+:15]([O-:17])=[O:16])=[C:9]([NH:8][CH2:1][C:2]2[CH:3]=[CH:4][CH:5]=[CH:6][CH:7]=2)[CH:10]=1)([CH3:29])([CH3:28])[CH3:26], predict the reactants needed to synthesize it. The reactants are: [CH2:1]([NH:8][C:9]1[CH:10]=[C:11]([NH2:18])[CH:12]=[CH:13][C:14]=1[N+:15]([O-:17])=[O:16])[C:2]1[CH:7]=[CH:6][CH:5]=[CH:4][CH:3]=1.C(N(CC)CC)C.[CH3:26][C:27]([O:30][C:31](O[C:31]([O:30][C:27]([CH3:29])([CH3:28])[CH3:26])=[O:32])=[O:32])([CH3:29])[CH3:28].O.